This data is from CYP2D6 inhibition data for predicting drug metabolism from PubChem BioAssay. The task is: Regression/Classification. Given a drug SMILES string, predict its absorption, distribution, metabolism, or excretion properties. Task type varies by dataset: regression for continuous measurements (e.g., permeability, clearance, half-life) or binary classification for categorical outcomes (e.g., BBB penetration, CYP inhibition). Dataset: cyp2d6_veith. (1) The compound is C=CCN(CC=C)C(=S)Nc1ccccc1. The result is 0 (non-inhibitor). (2) The compound is O=C(O)c1c(-c2c3ccc(=O)cc-3oc3cc(O)ccc23)cc2ccccc2c1-c1ccccc1. The result is 0 (non-inhibitor). (3) The compound is COc1ccc(S(=O)(=O)N(CCc2ccccc2)CC(=O)N2CCOCC2)cc1. The result is 0 (non-inhibitor). (4) The drug is O=C(CCc1ccccc1)NNC(=O)c1ccco1. The result is 0 (non-inhibitor). (5) The compound is CC(C)c1ccccc1S(=O)c1ccccc1C(C)(C)O. The result is 0 (non-inhibitor). (6) The molecule is O=C(COC(=O)c1cccnc1Cl)c1ccccc1. The result is 0 (non-inhibitor). (7) The molecule is O=C(NNc1cccc(Cl)n1)Nc1ccc(Cl)cc1. The result is 0 (non-inhibitor). (8) The compound is CCCCCCc1nc2ccccc2c(=O)n1NC(=O)c1c(O)c2c(n(CC(C)C)c1=O)CCCC2. The result is 0 (non-inhibitor). (9) The molecule is CCOc1ccc(-c2nnn(CC(=O)Nc3cc(OC)ccc3OC)n2)cc1OCC. The result is 0 (non-inhibitor).